This data is from Forward reaction prediction with 1.9M reactions from USPTO patents (1976-2016). The task is: Predict the product of the given reaction. (1) The product is: [F:29][C:28]([F:31])([F:30])[C:27](=[O:32])[CH2:26][S:19][CH2:1]/[CH:2]=[CH:3]/[CH2:4][CH2:5]/[CH:6]=[CH:7]\[CH2:8]/[CH:9]=[CH:10]\[CH2:11]/[CH:12]=[CH:13]\[CH2:14]/[CH:15]=[CH:16]\[CH2:17][CH3:18]. Given the reactants [CH2:1]([SH:19])/[CH:2]=[CH:3]/[CH2:4][CH2:5]/[CH:6]=[CH:7]\[CH2:8]/[CH:9]=[CH:10]\[CH2:11]/[CH:12]=[CH:13]\[CH2:14]/[CH:15]=[CH:16]\[CH2:17][CH3:18].C(=O)([O-])O.[Na+].Br[CH2:26][C:27](=[O:32])[C:28]([F:31])([F:30])[F:29], predict the reaction product. (2) Given the reactants [C:1]([O:4][C@@H:5]1[O:22][C@H:21]([CH2:23][O:24][C:25](=[O:27])[CH3:26])[C@H:16]([O:17][C:18](=[O:20])[CH3:19])[C@H:11]([O:12][C:13](=[O:15])[CH3:14])[C@H:6]1[O:7]C(=O)C)(=[O:3])[CH3:2], predict the reaction product. The product is: [CH3:26][C:25]([O:24][CH2:23][C@H:21]1[O:22][C@H:5]([O:4][C:1]([CH3:2])=[O:3])[C@H:6]([OH:7])[C@@H:11]([O:12][C:13]([CH3:14])=[O:15])[C@H:16]1[O:17][C:18]([CH3:19])=[O:20])=[O:27]. (3) The product is: [C:1]1([C:20]2[CH:21]=[CH:22][CH:23]=[CH:24][CH:25]=2)[CH:6]=[CH:5][C:4]([C:7]2[C:12]3[Se:13][C:14]4[C:19]([B:35]5[O:39][C:38]([CH3:41])([CH3:40])[C:37]([CH3:43])([CH3:42])[O:36]5)=[CH:18][CH:17]=[CH:16][C:15]=4[C:11]=3[CH:10]=[CH:9][CH:8]=2)=[CH:3][CH:2]=1. Given the reactants [C:1]1([C:20]2[CH:25]=[CH:24][CH:23]=[CH:22][CH:21]=2)[CH:6]=[CH:5][C:4]([C:7]2[C:12]3[Se:13][C:14]4[CH:19]=[CH:18][CH:17]=[CH:16][C:15]=4[C:11]=3[CH:10]=[CH:9][CH:8]=2)=[CH:3][CH:2]=1.C([Li])(CC)C.C(O[B:35]1[O:39][C:38]([CH3:41])([CH3:40])[C:37]([CH3:43])([CH3:42])[O:36]1)(C)C, predict the reaction product.